From a dataset of Forward reaction prediction with 1.9M reactions from USPTO patents (1976-2016). Predict the product of the given reaction. (1) Given the reactants Cl.[CH3:2][NH2:3].C[Al](C)C.[NH2:8][C:9]1[CH:13]=[C:12]([C:14]([CH3:17])([CH3:16])[CH3:15])[O:11][C:10]=1[C:18]([O:20]C)=O.Cl, predict the reaction product. The product is: [CH3:2][NH:3][C:18]([C:10]1[O:11][C:12]([C:14]([CH3:17])([CH3:16])[CH3:15])=[CH:13][C:9]=1[NH2:8])=[O:20]. (2) The product is: [Cl:1][C:2]1[CH:7]=[C:6]([C:8]2[CH:13]=[CH:12][CH:11]=[C:10]([CH3:14])[N:9]=2)[CH:5]=[CH:4][C:3]=1[C:15]1[C:26](=[O:27])[N:25]([CH2:33][CH2:34][N:35]2[CH2:40][CH2:39][N:38]([C:41]([O:43][C:44]([CH3:45])([CH3:47])[CH3:46])=[O:42])[CH2:37][CH2:36]2)[C:18]2[N:19]=[C:20]([S:23][CH3:24])[N:21]=[CH:22][C:17]=2[CH:16]=1. Given the reactants [Cl:1][C:2]1[CH:7]=[C:6]([C:8]2[CH:13]=[CH:12][CH:11]=[C:10]([CH3:14])[N:9]=2)[CH:5]=[CH:4][C:3]=1[C:15]1[C:26](=[O:27])[NH:25][C:18]2[N:19]=[C:20]([S:23][CH3:24])[N:21]=[CH:22][C:17]=2[CH:16]=1.CS(O[CH2:33][CH2:34][N:35]1[CH2:40][CH2:39][N:38]([C:41]([O:43][C:44]([CH3:47])([CH3:46])[CH3:45])=[O:42])[CH2:37][CH2:36]1)(=O)=O.C([O-])([O-])=O.[Cs+].[Cs+].CN(C=O)C, predict the reaction product. (3) The product is: [CH3:17][C:11]1[CH:12]=[CH:13][CH:14]=[C:15]([CH3:16])[C:10]=1[CH2:9][O:8][C:7]1[CH:18]=[C:3]([CH2:2][C:21]#[N:22])[CH:4]=[CH:5][C:6]=1[O:19][CH3:20]. Given the reactants Br[CH2:2][C:3]1[CH:4]=[CH:5][C:6]([O:19][CH3:20])=[C:7]([CH:18]=1)[O:8][CH2:9][C:10]1[C:15]([CH3:16])=[CH:14][CH:13]=[CH:12][C:11]=1[CH3:17].[C-:21]#[N:22].[Na+], predict the reaction product. (4) Given the reactants Cl[C:2]1[N:7]=[CH:6][C:5]2[C:8]([C:11]3[CH:16]=[CH:15][C:14]([F:17])=[CH:13][CH:12]=3)=[N:9][NH:10][C:4]=2[CH:3]=1.[CH3:18][O:19][CH2:20][CH2:21][NH:22][C:23]([NH2:25])=[O:24].CC(C)([O-])C.[K+], predict the reaction product. The product is: [F:17][C:14]1[CH:15]=[CH:16][C:11]([C:8]2[C:5]3[CH:6]=[N:7][C:2]([NH:25][C:23]([NH:22][CH2:21][CH2:20][O:19][CH3:18])=[O:24])=[CH:3][C:4]=3[NH:10][N:9]=2)=[CH:12][CH:13]=1. (5) Given the reactants [CH:1]1([NH:4][C:5]([C:7]2[N:8]=[N:9][N:10]([C:15]3[CH:20]=[CH:19][C:18]([C:21]([NH:23][CH2:24][CH3:25])=[O:22])=[CH:17][CH:16]=3)[C:11]=2[CH2:12][CH2:13]O)=[O:6])[CH2:3][CH2:2]1.C(P(CCCC)CCCC)CCC.C1CCN(C(N=NC(N2CCCCC2)=O)=O)CC1, predict the reaction product. The product is: [CH:1]1([NH:4][C:5]([C:7]2[N:8]=[N:9][N:10]([C:15]3[CH:16]=[CH:17][C:18]([C:21]([NH:23][CH2:24][CH3:25])=[O:22])=[CH:19][CH:20]=3)[C:11]=2[CH:12]=[CH2:13])=[O:6])[CH2:2][CH2:3]1. (6) Given the reactants [CH:1]([CH:3]1[CH2:7][CH2:6][CH2:5][N:4]1[C:8]([O:10][C:11]([CH3:14])([CH3:13])[CH3:12])=[O:9])=O.[C:15]([CH:20]=P(C1C=CC=CC=1)(C1C=CC=CC=1)C1C=CC=CC=1)([O:17][CH2:18][CH3:19])=[O:16], predict the reaction product. The product is: [CH2:18]([O:17][C:15](=[O:16])[CH:20]=[CH:1][CH:3]1[CH2:7][CH2:6][CH2:5][N:4]1[C:8]([O:10][C:11]([CH3:14])([CH3:13])[CH3:12])=[O:9])[CH3:19]. (7) Given the reactants [C:1]([C:5]1[CH:24]=[C:23]([F:25])[CH:22]=[CH:21][C:6]=1[O:7][CH2:8][CH:9]1[CH2:13][CH2:12][N:11]([C:14](=[O:20])[CH2:15][CH2:16][C:17]([OH:19])=[O:18])[CH2:10]1)([CH3:4])([CH3:3])[CH3:2].C(=O)([O-])O.[K+].[Cl-].[Ca+2:32].[Cl-], predict the reaction product. The product is: [C:1]([C:5]1[CH:24]=[C:23]([F:25])[CH:22]=[CH:21][C:6]=1[O:7][CH2:8][CH:9]1[CH2:13][CH2:12][N:11]([C:14](=[O:20])[CH2:15][CH2:16][C:17]([O-:19])=[O:18])[CH2:10]1)([CH3:4])([CH3:2])[CH3:3].[C:1]([C:5]1[CH:24]=[C:23]([F:25])[CH:22]=[CH:21][C:6]=1[O:7][CH2:8][CH:9]1[CH2:13][CH2:12][N:11]([C:14](=[O:20])[CH2:15][CH2:16][C:17]([O-:19])=[O:18])[CH2:10]1)([CH3:4])([CH3:2])[CH3:3].[Ca+2:32]. (8) Given the reactants [CH3:1][C:2]([CH3:22])([CH3:21])[C:3](=[O:20])[CH2:4][NH:5][C:6]1[N:10]([C:11]2[CH:16]=[CH:15][CH:14]=[CH:13][CH:12]=2)[N:9]=[C:8]([C:17]([OH:19])=[O:18])[CH:7]=1.[CH3:23][Mg+].[Br-].O.Cl, predict the reaction product. The product is: [OH:20][C:3]([CH3:23])([C:2]([CH3:22])([CH3:21])[CH3:1])[CH2:4][NH:5][C:6]1[N:10]([C:11]2[CH:12]=[CH:13][CH:14]=[CH:15][CH:16]=2)[N:9]=[C:8]([C:17]([OH:19])=[O:18])[CH:7]=1.